From a dataset of CYP3A4 inhibition data for predicting drug metabolism from PubChem BioAssay. Regression/Classification. Given a drug SMILES string, predict its absorption, distribution, metabolism, or excretion properties. Task type varies by dataset: regression for continuous measurements (e.g., permeability, clearance, half-life) or binary classification for categorical outcomes (e.g., BBB penetration, CYP inhibition). Dataset: cyp3a4_veith. The drug is O=c1c2c(-c3cccs3)csc2[nH]c(=S)n1-c1ccccc1. The result is 1 (inhibitor).